This data is from Catalyst prediction with 721,799 reactions and 888 catalyst types from USPTO. The task is: Predict which catalyst facilitates the given reaction. (1) Reactant: [CH3:1][O:2][C:3]([C:5]1[CH:9]=[C:8]([CH:10]([OH:12])[CH3:11])[O:7][C:6]=1[CH3:13])=[O:4]. Product: [CH3:1][O:2][C:3]([C:5]1[CH:9]=[C:8]([C:10](=[O:12])[CH3:11])[O:7][C:6]=1[CH3:13])=[O:4]. The catalyst class is: 327. (2) Reactant: [CH3:1][C:2]1[C:6]([C:7]2[CH:12]=[C:11]([NH2:13])[C:10]([NH2:14])=[C:9]([I:15])[CH:8]=2)=[C:5]([CH3:16])[O:4][N:3]=1.[C:17](C1NC=CN=1)(C1NC=CN=1)=[O:18].N1C=CN=C1. Product: [CH3:1][C:2]1[C:6]([C:7]2[CH:8]=[C:9]([I:15])[C:10]3[NH:14][C:17](=[O:18])[NH:13][C:11]=3[CH:12]=2)=[C:5]([CH3:16])[O:4][N:3]=1. The catalyst class is: 251. (3) Reactant: [C:1]([O:4][C@@H:5]1[C@@H:17]([N:18]=[N+:19]=[N-:20])[C@@H:16]([O:21][C:22](=[O:24])[CH3:23])[C@@H:15]([CH2:25][O:26][C:27](=[O:29])[CH3:28])[O:14][C@H:6]1SC1C=CC=CC=1)(=[O:3])[CH3:2].[Br:30]Br.CCCCCCC.CCOC(C)=O. Product: [C:1]([O:4][C@@H:5]1[C@@H:17]([N:18]=[N+:19]=[N-:20])[C@@H:16]([O:21][C:22](=[O:24])[CH3:23])[C@@H:15]([CH2:25][O:26][C:27](=[O:29])[CH3:28])[O:14][C@@H:6]1[Br:30])(=[O:3])[CH3:2]. The catalyst class is: 2. (4) Reactant: Br[C:2]1[CH:7]=[CH:6][C:5]([C:8]2[CH:9]=[N:10][N:11]([CH2:13][C:14]([O:16][C:17]([CH3:20])([CH3:19])[CH3:18])=[O:15])[CH:12]=2)=[C:4]([F:21])[CH:3]=1.CC1(C)C(C)(C)OB([C:30]2[CH:31]=[N:32][C:33]([NH2:36])=[N:34][CH:35]=2)O1.P([O-])([O-])([O-])=O.[K+].[K+].[K+]. Product: [NH2:36][C:33]1[N:34]=[CH:35][C:30]([C:2]2[CH:7]=[CH:6][C:5]([C:8]3[CH:9]=[N:10][N:11]([CH2:13][C:14]([O:16][C:17]([CH3:20])([CH3:19])[CH3:18])=[O:15])[CH:12]=3)=[C:4]([F:21])[CH:3]=2)=[CH:31][N:32]=1. The catalyst class is: 77. (5) Reactant: CC1(C)C(C)(C)OB([C:9]2[CH:10]=[CH:11][C:12]([C:15]#[N:16])=[N:13][CH:14]=2)O1.[NH2:18][C@H:19]([CH2:29][F:30])[C@@H:20]([C:22]1[CH:27]=[CH:26][C:25](I)=[CH:24][CH:23]=1)[OH:21].C([O-])([O-])=O.[Cs+].[Cs+]. Product: [NH2:18][C@H:19]([CH2:29][F:30])[C@@H:20]([C:22]1[CH:23]=[CH:24][C:25]([C:9]2[CH:10]=[CH:11][C:12]([C:15]#[N:16])=[N:13][CH:14]=2)=[CH:26][CH:27]=1)[OH:21]. The catalyst class is: 437. (6) Reactant: C1(P(C2C=CC=CC=2)C2C=CC=CC=2)C=CC=CC=1.BrN1C(=O)CCC1=O.[CH:28]1([CH2:33][CH:34]([C:38]2[CH:43]=[CH:42][C:41]([F:44])=[C:40]([C:45]([F:48])([F:47])[F:46])[CH:39]=2)[C:35]([OH:37])=O)[CH2:32][CH2:31][CH2:30][CH2:29]1.[NH2:49][C:50]1[CH:55]=[CH:54][C:53]([N+:56]([O-:58])=[O:57])=[CH:52][N:51]=1.N1C=CC=CC=1. Product: [CH:28]1([CH2:33][CH:34]([C:38]2[CH:43]=[CH:42][C:41]([F:44])=[C:40]([C:45]([F:48])([F:47])[F:46])[CH:39]=2)[C:35]([NH:49][C:50]2[CH:55]=[CH:54][C:53]([N+:56]([O-:58])=[O:57])=[CH:52][N:51]=2)=[O:37])[CH2:29][CH2:30][CH2:31][CH2:32]1. The catalyst class is: 2.